Dataset: Catalyst prediction with 721,799 reactions and 888 catalyst types from USPTO. Task: Predict which catalyst facilitates the given reaction. (1) Reactant: C([O-])(=[O:3])C.[Na+].[Cl:6][C:7]1[CH:8]=[C:9]([NH:25][C:26](=[O:30])[C:27]([OH:29])=[O:28])[CH:10]=[C:11]([Cl:24])[C:12]=1[O:13][C:14]1[N:15]=[N:16][C:17](Cl)=[C:18]([CH:20]([CH3:22])[CH3:21])[CH:19]=1. Product: [Cl:6][C:7]1[CH:8]=[C:9]([NH:25][C:26](=[O:30])[C:27]([OH:29])=[O:28])[CH:10]=[C:11]([Cl:24])[C:12]=1[O:13][C:14]1[CH:19]=[C:18]([CH:20]([CH3:22])[CH3:21])[C:17](=[O:3])[NH:16][N:15]=1. The catalyst class is: 15. (2) Reactant: [Cl:1][C:2]1[CH:7]=[CH:6][C:5]([CH:8]([OH:12])[C:9]([OH:11])=[O:10])=[CH:4][CH:3]=1.S(=O)(=O)(O)O.[C:18](=O)([O-])[O-].[Na+].[Na+].C(OCC)C.CCCCCC. Product: [CH3:18][O:10][C:9](=[O:11])[CH:8]([C:5]1[CH:4]=[CH:3][C:2]([Cl:1])=[CH:7][CH:6]=1)[OH:12]. The catalyst class is: 24.